From a dataset of Catalyst prediction with 721,799 reactions and 888 catalyst types from USPTO. Predict which catalyst facilitates the given reaction. (1) Reactant: [F:1][C:2]1[CH:3]=[C:4]([CH:8]=[CH:9][C:10]=1[C:11]1[CH:12]=[N:13][C:14]([O:17][CH2:18][CH:19]2[CH2:24][CH2:23][N:22]([CH2:25][C:26]3([C:30]([F:33])([F:32])[F:31])[CH2:29][CH2:28][CH2:27]3)[CH2:21][CH2:20]2)=[N:15][CH:16]=1)[C:5]([OH:7])=O.[NH:34]1[CH2:38][CH2:37][C@H:36]([OH:39])[CH2:35]1.C(Cl)CCl.C1C=CC2N(O)N=NC=2C=1.CCN(C(C)C)C(C)C.[NH4+].[Cl-]. Product: [F:1][C:2]1[CH:3]=[C:4]([C:5]([N:34]2[CH2:38][CH2:37][C@H:36]([OH:39])[CH2:35]2)=[O:7])[CH:8]=[CH:9][C:10]=1[C:11]1[CH:12]=[N:13][C:14]([O:17][CH2:18][CH:19]2[CH2:24][CH2:23][N:22]([CH2:25][C:26]3([C:30]([F:31])([F:32])[F:33])[CH2:29][CH2:28][CH2:27]3)[CH2:21][CH2:20]2)=[N:15][CH:16]=1. The catalyst class is: 3. (2) Reactant: [CH:1]1([N:13]2[CH2:18][CH2:17][CH:16]([N:19]3[C:23]4[CH:24]=[CH:25][CH:26]=[CH:27][C:22]=4[NH:21][C:20]3=[S:28])[CH2:15][CH2:14]2)[C:11]2=[C:12]3[C:7](=[CH:8][CH:9]=[CH:10]2)[CH:6]=[CH:5][CH:4]=[C:3]3[CH2:2]1.[H-].[Na+].[CH3:31]I.O. Product: [CH:1]1([N:13]2[CH2:18][CH2:17][CH:16]([N:19]3[C:23]4[CH:24]=[CH:25][CH:26]=[CH:27][C:22]=4[N:21]([CH3:31])[C:20]3=[S:28])[CH2:15][CH2:14]2)[C:11]2=[C:12]3[C:7](=[CH:8][CH:9]=[CH:10]2)[CH:6]=[CH:5][CH:4]=[C:3]3[CH2:2]1. The catalyst class is: 3. (3) Reactant: C([O:8][C:9](=[O:21])[CH2:10][CH2:11][CH2:12][CH2:13][NH:14][C:15]1[NH:16][CH2:17][CH2:18][CH2:19][N:20]=1)C1C=CC=CC=1.FC(F)(F)C(O)=O. Product: [NH:20]1[CH2:19][CH2:18][CH2:17][N:16]=[C:15]1[NH:14][CH2:13][CH2:12][CH2:11][CH2:10][C:9]([OH:21])=[O:8]. The catalyst class is: 2. (4) Reactant: [N:1]1[CH:6]=[CH:5][C:4]([O:7][CH:8]2[CH2:13][CH2:12][CH:11]([OH:14])[CH2:10][CH2:9]2)=[CH:3][CH:2]=1. Product: [NH:1]1[CH2:2][CH2:3][CH:4]([O:7][CH:8]2[CH2:13][CH2:12][CH:11]([OH:14])[CH2:10][CH2:9]2)[CH2:5][CH2:6]1. The catalyst class is: 50.